Predict the reactants needed to synthesize the given product. From a dataset of Full USPTO retrosynthesis dataset with 1.9M reactions from patents (1976-2016). (1) Given the product [Br:1][C:2]1[CH:3]=[N:4][N:5]([CH:14]([CH3:16])[CH3:15])[CH:6]=1, predict the reactants needed to synthesize it. The reactants are: [Br:1][C:2]1[CH:3]=[N:4][NH:5][CH:6]=1.C([O-])([O-])=O.[K+].[K+].Br[CH:14]([CH3:16])[CH3:15]. (2) Given the product [CH3:9][N:8]([CH2:7][C@H:6]([O:10][C:11]1[CH:20]=[CH:19][CH:18]=[C:17]2[C:12]=1[C:13]([NH:21][C:22]1[CH:27]=[CH:26][C:25]([O:28][C:29]3[CH:30]=[N:31][C:32]([CH3:35])=[CH:33][CH:34]=3)=[C:24]([CH3:36])[CH:23]=1)=[N:14][CH:15]=[N:16]2)[CH3:5])[C:1](=[O:3])[CH3:2], predict the reactants needed to synthesize it. The reactants are: [C:1](Cl)(=[O:3])[CH3:2].[CH3:5][C@@H:6]([O:10][C:11]1[CH:20]=[CH:19][CH:18]=[C:17]2[C:12]=1[C:13]([NH:21][C:22]1[CH:27]=[CH:26][C:25]([O:28][C:29]3[CH:30]=[N:31][C:32]([CH3:35])=[CH:33][CH:34]=3)=[C:24]([CH3:36])[CH:23]=1)=[N:14][CH:15]=[N:16]2)[CH2:7][NH:8][CH3:9].CCN(C(C)C)C(C)C. (3) Given the product [Br:19][C:11]1[N:8]2[N:9]=[CH:10][C:5]([C:2]([F:1])([CH3:4])[CH3:3])=[N:6][C:7]2=[N:13][CH:12]=1, predict the reactants needed to synthesize it. The reactants are: [F:1][C:2]([C:5]1[CH:10]=[N:9][N:8]2[CH:11]=[CH:12][N:13]=[C:7]2[N:6]=1)([CH3:4])[CH3:3].C([O-])(=O)C.[Na+].[Br:19]Br. (4) Given the product [F:1][C:2]1[CH:3]=[C:4]([C:8]2[S:9][C:10]([C:13]3[N:18]=[C:17]([C:19](=[NH:20])[O:22][CH3:21])[CH:16]=[CH:15][CH:14]=3)=[CH:11][N:12]=2)[CH:5]=[N:6][CH:7]=1, predict the reactants needed to synthesize it. The reactants are: [F:1][C:2]1[CH:3]=[C:4]([C:8]2[S:9][C:10]([C:13]3[N:18]=[C:17]([C:19]#[N:20])[CH:16]=[CH:15][CH:14]=3)=[CH:11][N:12]=2)[CH:5]=[N:6][CH:7]=1.[CH3:21][O-:22].[Na+].ClCCl. (5) The reactants are: [OH:1][C:2]1[CH:9]=[CH:8][C:5]([CH:6]=[O:7])=[CH:4][C:3]=1[F:10].C(=O)([O-])[O-].[K+].[K+].[CH2:17](Br)[C:18]1[CH:23]=[CH:22][CH:21]=[CH:20][CH:19]=1. Given the product [CH2:17]([O:1][C:2]1[CH:9]=[CH:8][C:5]([CH:6]=[O:7])=[CH:4][C:3]=1[F:10])[C:18]1[CH:23]=[CH:22][CH:21]=[CH:20][CH:19]=1, predict the reactants needed to synthesize it. (6) Given the product [Cl:14][C:15]1[CH:16]=[CH:17][C:18]([CH:21]([CH3:25])[C:22]([NH:13][C@H:10]2[CH2:9][CH2:8][C@H:7]([C:1]3[CH:6]=[CH:5][CH:4]=[CH:3][CH:2]=3)[CH2:12][CH2:11]2)=[O:23])=[CH:19][CH:20]=1, predict the reactants needed to synthesize it. The reactants are: [C:1]1([C@H:7]2[CH2:12][CH2:11][C@H:10]([NH2:13])[CH2:9][CH2:8]2)[CH:6]=[CH:5][CH:4]=[CH:3][CH:2]=1.[Cl:14][C:15]1[CH:20]=[CH:19][C:18]([CH:21]([CH3:25])[C:22](O)=[O:23])=[CH:17][CH:16]=1.F[P-](F)(F)(F)(F)F.CN(C(N(C)C)=[N+]1C2C(=NC=CC=2)[N+]([O-])=N1)C.